Dataset: Experimentally validated miRNA-target interactions with 360,000+ pairs, plus equal number of negative samples. Task: Binary Classification. Given a miRNA mature sequence and a target amino acid sequence, predict their likelihood of interaction. (1) The miRNA is hsa-miR-124-3p with sequence UAAGGCACGCGGUGAAUGCCAA. The protein sequence of the target gene is MSRSATLLLCLLGCHVWKAVTKTLREPGAGAQEVTLKVHISDASTHQPVADALIEIFTNQASIASGTSGTDGVAFIKFQYKLGSQLIVTASKHAYVPNSAPWKPIRLPVFSSLSLGLLPERSATLMVYEDVVQIVSGFQGARPQPRVHFQRRALRLPENTSYSDLTAFLTAASSPSEVDSFPYLRGLDGNGTGNSTRHDLTPVTAVSVHLLSSNGTPVLVDGPIYVTVPLATQSSLRHNAYVAAWRFDQKLGTWLKSGLGLVHQEGSQLTWTYIAPQLGYWVAAMSPPIPGPVVTQDITT.... Result: 1 (interaction). (2) The miRNA is mmu-miR-425-5p with sequence AAUGACACGAUCACUCCCGUUGA. The protein sequence of the target gene is MAAAIASSLIRQKRQAREREKSNACKCVSSPSKGKTSCDKNKLNVFSRVKLFGSKKRRRRRPEPQLKGIVTKLYSRQGYHLQLQADGTIDGTKDEDSTYTLFNLIPVGLRVVAIQGVQTKLYLAMNSEGYLYTSEHFTPECKFKESVFENYYVTYSSMIYRQQQSGRGWYLGLNKEGEIMKGNHVKKNKPAAHFLPKPLKVAMYKEPSLHDLTEFSRSGSGTPTKSRSVSGVLNGGKSMSHNEST. Result: 1 (interaction).